This data is from Forward reaction prediction with 1.9M reactions from USPTO patents (1976-2016). The task is: Predict the product of the given reaction. (1) Given the reactants [Br:1][C:2]1[CH:27]=[CH:26][C:5]2[N:6]([C:22]([CH3:25])([CH3:24])[CH3:23])[C:7]([C:9]3[CH:10]=[C:11]([CH2:20][OH:21])[CH:12]=[CH:13][C:14]=3[N:15]3[CH:19]=[N:18][CH:17]=[N:16]3)=[N:8][C:4]=2[CH:3]=1.[CH3:28][S:29](Cl)(=[O:31])=[O:30].C(N(CC)CC)C, predict the reaction product. The product is: [Br:1][C:2]1[CH:27]=[CH:26][C:5]2[N:6]([C:22]([CH3:24])([CH3:23])[CH3:25])[C:7]([C:9]3[CH:10]=[C:11]([CH:12]=[CH:13][C:14]=3[N:15]3[CH:19]=[N:18][CH:17]=[N:16]3)[CH2:20][O:21][S:29]([CH3:28])(=[O:31])=[O:30])=[N:8][C:4]=2[CH:3]=1. (2) The product is: [Cl:19][C:20]1[CH:26]=[C:25]([Cl:27])[CH:24]=[C:23]([CH3:28])[C:21]=1[NH:22][C:2]1[N:6]([CH3:7])[C:5]2[C:8]([CH:14]([CH2:17][CH3:18])[CH2:15][CH3:16])=[CH:9][CH:10]=[C:11]([OH:12])[C:4]=2[N:3]=1. Given the reactants Cl[C:2]1[N:6]([CH3:7])[C:5]2[C:8]([CH:14]([CH2:17][CH3:18])[CH2:15][CH3:16])=[CH:9][CH:10]=[C:11]([O:12]C)[C:4]=2[N:3]=1.[Cl:19][C:20]1[CH:26]=[C:25]([Cl:27])[CH:24]=[C:23]([CH3:28])[C:21]=1[NH2:22], predict the reaction product. (3) Given the reactants [Cl:1][C:2]1[CH:3]=[C:4]2[C:12](=[C:13]([NH2:18])[C:14]=1[S:15][CH2:16][CH3:17])[NH:11][C:10]1[CH:9]=[N:8][CH:7]=[CH:6][C:5]2=1.[CH3:19][C:20]1[N:28]=[CH:27][CH:26]=[CH:25][C:21]=1[C:22](O)=[O:23].Cl.CN(C)CCCN=C=NCC.O, predict the reaction product. The product is: [Cl:1][C:2]1[CH:3]=[C:4]2[C:12](=[C:13]([NH:18][C:22](=[O:23])[C:21]3[CH:25]=[CH:26][CH:27]=[N:28][C:20]=3[CH3:19])[C:14]=1[S:15][CH2:16][CH3:17])[NH:11][C:10]1[CH:9]=[N:8][CH:7]=[CH:6][C:5]2=1. (4) The product is: [OH:1][CH:2]1[CH2:7][CH2:6][N:5]([C:9]#[N:8])[CH2:4][CH2:3]1. Given the reactants [OH:1][CH:2]1[CH2:7][CH2:6][NH:5][CH2:4][CH2:3]1.[N:8]#[C:9]Br.C(=O)([O-])O.[Na+], predict the reaction product. (5) The product is: [Cl:1][C:2]1[CH:3]=[CH:4][C:5]2[N:6]([C:31]([NH:30][CH:32]([CH3:34])[CH3:33])=[C:13]([C:12]3[CH:15]=[CH:16][CH:17]=[C:10]([Cl:9])[CH:11]=3)[N:8]=2)[CH:7]=1. Given the reactants [Cl:1][C:2]1[CH:3]=[CH:4][C:5]([NH2:8])=[N:6][CH:7]=1.[Cl:9][C:10]1[CH:11]=[C:12]([CH:15]=[CH:16][CH:17]=1)[CH:13]=O.O.C1(C)C=CC(S(O)(=O)=O)=CC=1.[N+:30]([CH:32]([CH3:34])[CH3:33])#[C-:31], predict the reaction product. (6) Given the reactants [C:1]([O:5][C:6]([N:8]([CH3:54])[C@H:9]([C:21]([NH:23][C@H:24]([C:38]([N:40]([C@@H:42]([CH:51]([CH3:53])[CH3:52])/[CH:43]=[C:44](\[CH3:50])/[C:45]([O:47]CC)=[O:46])[CH3:41])=[O:39])[C:25]([S:28][CH2:29][C:30]1[CH:35]=[CH:34][C:33]([O:36][CH3:37])=[CH:32][CH:31]=1)([CH3:27])[CH3:26])=[O:22])[C:10]([CH3:20])([CH3:19])[C:11]1[CH:16]=[CH:15][C:14]([O:17][CH3:18])=[CH:13][CH:12]=1)=[O:7])([CH3:4])([CH3:3])[CH3:2].O.[OH-].[Li+], predict the reaction product. The product is: [C:1]([O:5][C:6]([N:8]([CH3:54])[C@H:9]([C:21]([NH:23][C@H:24]([C:38]([N:40]([C@@H:42]([CH:51]([CH3:52])[CH3:53])/[CH:43]=[C:44](/[C:45]([OH:47])=[O:46])\[CH3:50])[CH3:41])=[O:39])[C:25]([S:28][CH2:29][C:30]1[CH:31]=[CH:32][C:33]([O:36][CH3:37])=[CH:34][CH:35]=1)([CH3:27])[CH3:26])=[O:22])[C:10]([CH3:20])([CH3:19])[C:11]1[CH:12]=[CH:13][C:14]([O:17][CH3:18])=[CH:15][CH:16]=1)=[O:7])([CH3:2])([CH3:3])[CH3:4].